Dataset: Catalyst prediction with 721,799 reactions and 888 catalyst types from USPTO. Task: Predict which catalyst facilitates the given reaction. Reactant: [C:1]([CH:6]([CH2:17][CH2:18][CH2:19][CH2:20][CH2:21][CH2:22][CH2:23][CH2:24][CH2:25][CH2:26][CH2:27][CH3:28])[CH2:7][CH2:8][P:9](=[O:16])([O:13][CH2:14][CH3:15])[O:10][CH2:11][CH3:12])([O:3]CC)=[O:2].[OH-].[Na+]. Product: [C:1]([CH:6]([CH2:17][CH2:18][CH2:19][CH2:20][CH2:21][CH2:22][CH2:23][CH2:24][CH2:25][CH2:26][CH2:27][CH3:28])[CH2:7][CH2:8][P:9](=[O:16])([O:13][CH2:14][CH3:15])[O:10][CH2:11][CH3:12])([OH:3])=[O:2]. The catalyst class is: 191.